From a dataset of Forward reaction prediction with 1.9M reactions from USPTO patents (1976-2016). Predict the product of the given reaction. (1) Given the reactants [CH:1]1([C:4]2[C:5]([O:15][C@@H:16]3[CH2:21][CH2:20][CH2:19][NH:18][CH2:17]3)=[CH:6][C:7]([F:14])=[C:8]([CH:13]=2)[C:9]([O:11][CH3:12])=[O:10])[CH2:3][CH2:2]1.I[C:23]1[CH:28]=[CH:27][CH:26]=[CH:25][CH:24]=1.N1CCC[C@H]1C(O)=O.C(=O)([O-])[O-].[K+].[K+], predict the reaction product. The product is: [CH:1]1([C:4]2[C:5]([O:15][C@@H:16]3[CH2:21][CH2:20][CH2:19][N:18]([C:23]4[CH:28]=[CH:27][CH:26]=[CH:25][CH:24]=4)[CH2:17]3)=[CH:6][C:7]([F:14])=[C:8]([CH:13]=2)[C:9]([O:11][CH3:12])=[O:10])[CH2:2][CH2:3]1. (2) Given the reactants [N+:1]([C:4]1[CH:13]=[CH:12][CH:11]=[C:10]2[C:5]=1[CH:6]=[CH:7][C:8](=[O:14])[NH:9]2)([O-])=O.[H][H], predict the reaction product. The product is: [NH2:1][C:4]1[CH:13]=[CH:12][CH:11]=[C:10]2[C:5]=1[CH:6]=[CH:7][C:8](=[O:14])[NH:9]2. (3) Given the reactants [CH2:1]([Mg]Br)[CH3:2].[C:5]([C:7]1[CH:12]=[CH:11][CH:10]=[CH:9][C:8]=1[CH2:13][C:14]([O:16]C)=O)#[N:6].Cl, predict the reaction product. The product is: [C:5]12([CH2:2][CH2:1]1)[C:7]1[C:8](=[CH:9][CH:10]=[CH:11][CH:12]=1)[CH2:13][C:14](=[O:16])[NH:6]2. (4) Given the reactants [C:1]([O:5][C:6](=[O:20])[CH2:7][N:8]1[C:12]2=[N:13][CH:14]=[N:15][C:16]([NH2:17])=[C:11]2[C:10]([C:18]#[N:19])=[N:9]1)([CH3:4])([CH3:3])[CH3:2].CCO.[CH2:24](N)[CH2:25][NH2:26], predict the reaction product. The product is: [NH2:17][C:16]1[N:15]=[CH:14][N:13]=[C:12]2[N:8]([CH2:7][C:6]([O:5][C:1]([CH3:4])([CH3:2])[CH3:3])=[O:20])[N:9]=[C:10]([C:18]3[NH:26][CH2:25][CH2:24][N:19]=3)[C:11]=12. (5) Given the reactants [CH3:1][O:2][C:3](=[O:15])[C:4]1[C:9]([N+:10]([O-:12])=[O:11])=[CH:8][CH:7]=[CH:6][C:5]=1[CH2:13]Br.[NH:16]([C:24]([O:26][C:27]([CH3:30])([CH3:29])[CH3:28])=[O:25])[C:17]([O:19][C:20]([CH3:23])([CH3:22])[CH3:21])=[O:18].C(=O)([O-])[O-].[Cs+].[Cs+].O, predict the reaction product. The product is: [CH3:1][O:2][C:3](=[O:15])[C:4]1[C:9]([N+:10]([O-:12])=[O:11])=[CH:8][CH:7]=[CH:6][C:5]=1[CH2:13][N:16]([C:17]([O:19][C:20]([CH3:23])([CH3:22])[CH3:21])=[O:18])[C:24]([O:26][C:27]([CH3:28])([CH3:29])[CH3:30])=[O:25]. (6) Given the reactants FC(F)(F)S(O[C:7]1[C:12]([O:13][CH2:14][CH3:15])=[CH:11][C:10]([CH:16]=[O:17])=[CH:9][C:8]=1[CH:18]1[CH2:20][CH2:19]1)(=O)=O.[F:23][C:24]1[CH:25]=[C:26](B(O)O)[CH:27]=[CH:28][C:29]=1[F:30].[F-].[Cs+].COCCOC, predict the reaction product. The product is: [CH:18]1([C:8]2[CH:9]=[C:10]([CH:16]=[O:17])[CH:11]=[C:12]([O:13][CH2:14][CH3:15])[C:7]=2[C:27]2[CH:26]=[CH:25][C:24]([F:23])=[C:29]([F:30])[CH:28]=2)[CH2:19][CH2:20]1. (7) Given the reactants Cl.[CH3:2][O:3][C:4](=[O:8])[C@H:5]([CH3:7])[NH2:6].C(=O)([O-])[O-].[K+].[K+].[CH2:15](Br)[C:16]1[CH:21]=[CH:20][CH:19]=[CH:18][CH:17]=1, predict the reaction product. The product is: [CH2:15]([NH:6][C@@H:5]([CH3:7])[C:4]([O:3][CH3:2])=[O:8])[C:16]1[CH:21]=[CH:20][CH:19]=[CH:18][CH:17]=1. (8) Given the reactants [CH:1]([C:4]1[CH:5]=[C:6]([C:18]2[CH2:19][CH2:20][N:21]([C:24]([O:26][C:27]([CH3:30])([CH3:29])[CH3:28])=[O:25])[CH2:22][CH:23]=2)[CH:7]=[CH:8][C:9]=1OS(C(F)(F)F)(=O)=O)([CH3:3])[CH3:2].[CH3:31][N:32](C=O)C, predict the reaction product. The product is: [C:31]([C:9]1[CH:8]=[CH:7][C:6]([C:18]2[CH2:19][CH2:20][N:21]([C:24]([O:26][C:27]([CH3:30])([CH3:29])[CH3:28])=[O:25])[CH2:22][CH:23]=2)=[CH:5][C:4]=1[CH:1]([CH3:3])[CH3:2])#[N:32]. (9) Given the reactants Br[C:2]1[CH:7]=[CH:6][N+:5]([O-:8])=[C:4]([CH2:9][CH3:10])[CH:3]=1.C([Sn](CCCC)(CCCC)[C:16]1[S:20][C:19]([C:21]([O:23][CH3:24])=[O:22])=[CH:18][CH:17]=1)CCC.[F-].[Cs+].[F-].[K+], predict the reaction product. The product is: [CH2:9]([C:4]1[CH:3]=[C:2]([C:16]2[S:20][C:19]([C:21]([O:23][CH3:24])=[O:22])=[CH:18][CH:17]=2)[CH:7]=[CH:6][N+:5]=1[O-:8])[CH3:10].